From a dataset of Forward reaction prediction with 1.9M reactions from USPTO patents (1976-2016). Predict the product of the given reaction. Given the reactants C([O:5][C:6](=[O:35])[C:7]([S:10][C:11]1[S:12][CH:13]=[C:14]([CH2:16][CH2:17][N:18]([CH2:28][CH2:29][CH2:30][CH2:31][CH2:32][CH2:33][CH3:34])[C:19]2[CH:24]=[CH:23][C:22]([N+:25]([O-:27])=[O:26])=[CH:21][CH:20]=2)[N:15]=1)([CH3:9])[CH3:8])(C)(C)C.FC(F)(F)C(O)=O, predict the reaction product. The product is: [CH2:28]([N:18]([C:19]1[CH:20]=[CH:21][C:22]([N+:25]([O-:27])=[O:26])=[CH:23][CH:24]=1)[CH2:17][CH2:16][C:14]1[N:15]=[C:11]([S:10][C:7]([CH3:9])([CH3:8])[C:6]([OH:35])=[O:5])[S:12][CH:13]=1)[CH2:29][CH2:30][CH2:31][CH2:32][CH2:33][CH3:34].